Task: Predict the product of the given reaction.. Dataset: Forward reaction prediction with 1.9M reactions from USPTO patents (1976-2016) Given the reactants [CH:1]1([C:4]([CH:6]2[CH2:11][CH2:10][O:9][CH2:8][CH2:7]2)=O)[CH2:3][CH2:2]1.Cl.[Br:13][C:14]1[CH:19]=[CH:18][C:17]([NH:20]N)=[CH:16][CH:15]=1, predict the reaction product. The product is: [Br:13][C:14]1[CH:15]=[C:16]2[C:6]3([CH2:11][CH2:10][O:9][CH2:8][CH2:7]3)[C:4]([CH:1]3[CH2:3][CH2:2]3)=[N:20][C:17]2=[CH:18][CH:19]=1.